This data is from Forward reaction prediction with 1.9M reactions from USPTO patents (1976-2016). The task is: Predict the product of the given reaction. The product is: [Cl:1][C:2]1[CH:3]=[C:4]([C:8]2[CH:9]=[C:10]([O:20][CH3:21])[C:11]3[N:17]4[CH2:18][C@H:14]([CH2:15][CH2:16]4)[N:13]([C:31]([NH:30][C:25]4[CH:26]=[N:27][CH:28]=[CH:29][N:24]=4)=[O:41])[C:12]=3[N:19]=2)[CH:5]=[CH:6][CH:7]=1. Given the reactants [Cl:1][C:2]1[CH:3]=[C:4]([C:8]2[CH:9]=[C:10]([O:20][CH3:21])[C:11]3[N:17]4[CH2:18][C@H:14]([CH2:15][CH2:16]4)[NH:13][C:12]=3[N:19]=2)[CH:5]=[CH:6][CH:7]=1.[H-].[Na+].[N:24]1[CH:29]=[CH:28][N:27]=[CH:26][C:25]=1[N:30]1C(=O)N2C=CN=CC2=N[C:31]1=[O:41], predict the reaction product.